From a dataset of Forward reaction prediction with 1.9M reactions from USPTO patents (1976-2016). Predict the product of the given reaction. (1) Given the reactants [N+:1]([C:4]1[CH:5]=[C:6]2[C:11](=[CH:12][CH:13]=1)[NH:10][CH:9]=[C:8]([C:14]#[N:15])[C:7]2=O)([O-:3])=[O:2].C(Cl)(=O)C([Cl:20])=O.CN(C=O)C, predict the reaction product. The product is: [Cl:20][C:7]1[C:6]2[C:11](=[CH:12][CH:13]=[C:4]([N+:1]([O-:3])=[O:2])[CH:5]=2)[N:10]=[CH:9][C:8]=1[C:14]#[N:15]. (2) Given the reactants [C:1]([O:6][C@H:7]([O:11][C:12]([NH:14][CH2:15][CH2:16][CH2:17][P:18]([CH2:21][CH2:22][CH2:23][CH3:24])(=[O:20])[OH:19])=[O:13])[CH:8]([CH3:10])[CH3:9])(=[O:5])[CH:2]([CH3:4])[CH3:3].C([O-])(O)=O.[Na+:29], predict the reaction product. The product is: [Na+:29].[C:1]([O:6][CH:7]([O:11][C:12]([NH:14][CH2:15][CH2:16][CH2:17][P:18]([CH2:21][CH2:22][CH2:23][CH3:24])(=[O:19])[O-:20])=[O:13])[CH:8]([CH3:10])[CH3:9])(=[O:5])[CH:2]([CH3:4])[CH3:3].